Dataset: Reaction yield outcomes from USPTO patents with 853,638 reactions. Task: Predict the reaction yield, written as a fraction of the theoretical maximum amount of product (1.0 means a 100% yield; for example, 0.34 means a 34% yield). (1) The reactants are Br[C:2]1[CH:3]=[CH:4][C:5]([N+:8]([O-:10])=[O:9])=[N:6][CH:7]=1.[CH2:11]([NH2:13])[CH3:12]. No catalyst specified. The product is [CH2:11]([NH:13][C:2]1[CH:3]=[CH:4][C:5]([N+:8]([O-:10])=[O:9])=[N:6][CH:7]=1)[CH3:12]. The yield is 0.970. (2) The reactants are Cl[C:2]1[C:11]2[C:6](=[CH:7][CH:8]=[C:9]([O:12][CH3:13])[CH:10]=2)[N:5]=[C:4]([C:14]2[CH:15]=[N:16][CH:17]=[CH:18][CH:19]=2)[N:3]=1.[NH:20]1[C:24]2[CH:25]=[CH:26][CH:27]=[CH:28][C:23]=2[NH:22][C:21]1=[O:29].CC([O-])(C)C.[K+].CO. The catalyst is O1CCOCC1.C1C=CC([P]([Pd]([P](C2C=CC=CC=2)(C2C=CC=CC=2)C2C=CC=CC=2)([P](C2C=CC=CC=2)(C2C=CC=CC=2)C2C=CC=CC=2)[P](C2C=CC=CC=2)(C2C=CC=CC=2)C2C=CC=CC=2)(C2C=CC=CC=2)C2C=CC=CC=2)=CC=1. The product is [CH3:13][O:12][C:9]1[CH:10]=[C:11]2[C:6](=[CH:7][CH:8]=1)[N:5]=[C:4]([C:14]1[CH:15]=[N:16][CH:17]=[CH:18][CH:19]=1)[N:3]=[C:2]2[N:20]1[C:24]2[CH:25]=[CH:26][CH:27]=[CH:28][C:23]=2[NH:22][C:21]1=[O:29]. The yield is 0.0700. (3) The reactants are [CH2:1]([O:8][C:9]1[CH:16]=[CH:15][C:12]([C:13]#[N:14])=[C:11]([F:17])[CH:10]=1)[C:2]1[CH:7]=[CH:6][CH:5]=[CH:4][CH:3]=1.[Li+].C[Si]([N-:23][Si](C)(C)C)(C)C.[ClH:28]. The catalyst is C1COCC1. The product is [ClH:28].[CH2:1]([O:8][C:9]1[CH:16]=[CH:15][C:12]([C:13]([NH2:23])=[NH:14])=[C:11]([F:17])[CH:10]=1)[C:2]1[CH:3]=[CH:4][CH:5]=[CH:6][CH:7]=1. The yield is 0.720. (4) The reactants are [Cl:1][C:2]1[CH:3]=[C:4]([CH:16]=[C:17]([Cl:19])[CH:18]=1)[C:5]([CH:7]1[CH2:14][C:10]2[S:11][CH:12]=[CH:13][C:9]=2[C:8]1=O)=O.O.[NH2:21][NH2:22].C(O)(=O)C. The catalyst is C(O)C. The product is [Cl:1][C:2]1[CH:3]=[C:4]([C:5]2[C:7]3[CH2:14][C:10]4[S:11][CH:12]=[CH:13][C:9]=4[C:8]=3[NH:22][N:21]=2)[CH:16]=[C:17]([Cl:19])[CH:18]=1. The yield is 0.900. (5) The reactants are Br[CH2:2][C:3]([OH:5])=[O:4].[C:6]([NH:13][CH2:14][CH2:15][OH:16])([O:8][C:9]([CH3:12])([CH3:11])[CH3:10])=[O:7].[H-].[Na+]. The catalyst is C1COCC1. The product is [C:9]([O:8][C:6]([NH:13][CH2:14][CH2:15][O:16][CH2:2][C:3]([OH:5])=[O:4])=[O:7])([CH3:12])([CH3:11])[CH3:10]. The yield is 0.970.